This data is from NCI-60 drug combinations with 297,098 pairs across 59 cell lines. The task is: Regression. Given two drug SMILES strings and cell line genomic features, predict the synergy score measuring deviation from expected non-interaction effect. (1) Drug 1: C1C(C(OC1N2C=C(C(=O)NC2=O)F)CO)O. Drug 2: CCCCCOC(=O)NC1=NC(=O)N(C=C1F)C2C(C(C(O2)C)O)O. Cell line: M14. Synergy scores: CSS=-0.0190, Synergy_ZIP=1.35, Synergy_Bliss=0.808, Synergy_Loewe=-2.20, Synergy_HSA=-2.19. (2) Drug 1: C1CCC(C1)C(CC#N)N2C=C(C=N2)C3=C4C=CNC4=NC=N3. Cell line: NCI-H322M. Drug 2: CN(CCCl)CCCl.Cl. Synergy scores: CSS=-3.58, Synergy_ZIP=2.00, Synergy_Bliss=0.880, Synergy_Loewe=-2.83, Synergy_HSA=-2.71. (3) Drug 1: C1CCC(CC1)NC(=O)N(CCCl)N=O. Drug 2: C1=CC(=CC=C1CCCC(=O)O)N(CCCl)CCCl. Cell line: RXF 393. Synergy scores: CSS=39.1, Synergy_ZIP=2.82, Synergy_Bliss=7.58, Synergy_Loewe=6.74, Synergy_HSA=10.1. (4) Drug 1: C1CN1P(=S)(N2CC2)N3CC3. Drug 2: CC(C)(C#N)C1=CC(=CC(=C1)CN2C=NC=N2)C(C)(C)C#N. Cell line: LOX IMVI. Synergy scores: CSS=22.7, Synergy_ZIP=-3.60, Synergy_Bliss=0.301, Synergy_Loewe=-0.149, Synergy_HSA=-0.764. (5) Drug 1: C1=NC(=NC(=O)N1C2C(C(C(O2)CO)O)O)N. Drug 2: N.N.Cl[Pt+2]Cl. Cell line: HT29. Synergy scores: CSS=26.1, Synergy_ZIP=-12.3, Synergy_Bliss=-7.29, Synergy_Loewe=-30.3, Synergy_HSA=-3.44. (6) Drug 1: CC1=C2C(C(=O)C3(C(CC4C(C3C(C(C2(C)C)(CC1OC(=O)C(C(C5=CC=CC=C5)NC(=O)C6=CC=CC=C6)O)O)OC(=O)C7=CC=CC=C7)(CO4)OC(=O)C)O)C)OC(=O)C. Drug 2: C1=CC=C(C=C1)NC(=O)CCCCCCC(=O)NO. Cell line: HS 578T. Synergy scores: CSS=8.30, Synergy_ZIP=-9.12, Synergy_Bliss=-5.92, Synergy_Loewe=-19.9, Synergy_HSA=-7.89. (7) Drug 1: C1=CC(=C2C(=C1NCCNCCO)C(=O)C3=C(C=CC(=C3C2=O)O)O)NCCNCCO. Drug 2: CC1=C2C(C(=O)C3(C(CC4C(C3C(C(C2(C)C)(CC1OC(=O)C(C(C5=CC=CC=C5)NC(=O)C6=CC=CC=C6)O)O)OC(=O)C7=CC=CC=C7)(CO4)OC(=O)C)O)C)OC(=O)C. Cell line: MDA-MB-231. Synergy scores: CSS=39.3, Synergy_ZIP=-9.39, Synergy_Bliss=-10.5, Synergy_Loewe=-4.88, Synergy_HSA=-2.59. (8) Drug 1: CS(=O)(=O)OCCCCOS(=O)(=O)C. Drug 2: CC(C)CN1C=NC2=C1C3=CC=CC=C3N=C2N. Cell line: EKVX. Synergy scores: CSS=4.78, Synergy_ZIP=2.36, Synergy_Bliss=8.81, Synergy_Loewe=9.11, Synergy_HSA=6.24. (9) Drug 1: C1=CC(=C2C(=C1NCCNCCO)C(=O)C3=C(C=CC(=C3C2=O)O)O)NCCNCCO. Drug 2: CC12CCC3C(C1CCC2OP(=O)(O)O)CCC4=C3C=CC(=C4)OC(=O)N(CCCl)CCCl.[Na+]. Cell line: A498. Synergy scores: CSS=22.6, Synergy_ZIP=-5.38, Synergy_Bliss=-3.89, Synergy_Loewe=-19.9, Synergy_HSA=-3.13.